From a dataset of Forward reaction prediction with 1.9M reactions from USPTO patents (1976-2016). Predict the product of the given reaction. (1) Given the reactants Cl.Cl.[NH:3]1[CH2:8][CH2:7][CH2:6][CH:5]([NH:9][C:10]([NH:12][C:13]2[N:14]=[C:15]3[CH:21]=[CH:20][N:19]([CH2:22][O:23][CH2:24][CH2:25][Si:26]([CH3:29])([CH3:28])[CH3:27])[C:16]3=[N:17][CH:18]=2)=[O:11])[CH2:4]1.[CH3:30][CH:31]([CH3:37])[CH2:32][S:33](Cl)(=[O:35])=[O:34], predict the reaction product. The product is: [CH3:30][CH:31]([CH3:37])[CH2:32][S:33]([N:3]1[CH2:8][CH2:7][CH2:6][CH:5]([NH:9][C:10]([NH:12][C:13]2[N:14]=[C:15]3[CH:21]=[CH:20][N:19]([CH2:22][O:23][CH2:24][CH2:25][Si:26]([CH3:29])([CH3:28])[CH3:27])[C:16]3=[N:17][CH:18]=2)=[O:11])[CH2:4]1)(=[O:35])=[O:34]. (2) Given the reactants Cl[C:2]1[CH:11]=[CH:10][C:9]2[C:4](=[C:5]([C:12]3[CH:17]=[CH:16][C:15]([C:18]4[CH:19]=[N:20][N:21]([CH3:23])[CH:22]=4)=[CH:14][CH:13]=3)[CH:6]=[N:7][CH:8]=2)[N:3]=1.[CH3:24][N:25]1[CH:29]=[CH:28][C:27](B2OC(C)(C)C(C)(C)O2)=[N:26]1.C(Cl)Cl.C(=O)([O-])[O-].[Na+].[Na+].O, predict the reaction product. The product is: [CH3:23][N:21]1[CH:22]=[C:18]([C:15]2[CH:16]=[CH:17][C:12]([C:5]3[CH:6]=[N:7][CH:8]=[C:9]4[C:4]=3[N:3]=[C:2]([C:29]3[N:25]([CH3:24])[N:26]=[CH:27][CH:28]=3)[CH:11]=[CH:10]4)=[CH:13][CH:14]=2)[CH:19]=[N:20]1.